This data is from Catalyst prediction with 721,799 reactions and 888 catalyst types from USPTO. The task is: Predict which catalyst facilitates the given reaction. (1) Reactant: [CH2:1]([O:3][C:4]1[CH:5]=[C:6]2[C:11](=[CH:12][C:13]=1[O:14][CH2:15][CH3:16])[N:10]=[CH:9][NH:8][C:7]2=O)[CH3:2].O=P(Cl)(Cl)[Cl:20]. Product: [Cl:20][C:7]1[C:6]2[C:11](=[CH:12][C:13]([O:14][CH2:15][CH3:16])=[C:4]([O:3][CH2:1][CH3:2])[CH:5]=2)[N:10]=[CH:9][N:8]=1. The catalyst class is: 11. (2) Reactant: [C:1]([O:5][C:6](=[O:23])[CH2:7][CH2:8][C:9]1[CH:10]=[CH:11][C:12]2[N:13]([C:15]([C:18]([O:20]CC)=[O:19])=[CH:16][N:17]=2)[CH:14]=1)([CH3:4])([CH3:3])[CH3:2].[Li+].[OH-].C(O)(=O)CC(CC(O)=O)(C(O)=O)O. Product: [C:1]([O:5][C:6](=[O:23])[CH2:7][CH2:8][C:9]1[CH:10]=[CH:11][C:12]2[N:13]([C:15]([C:18]([OH:20])=[O:19])=[CH:16][N:17]=2)[CH:14]=1)([CH3:4])([CH3:2])[CH3:3]. The catalyst class is: 36.